From a dataset of Catalyst prediction with 721,799 reactions and 888 catalyst types from USPTO. Predict which catalyst facilitates the given reaction. (1) Reactant: [Cl:1][C:2]1[CH:7]=[CH:6][C:5]([N:8]([S:15]([C:18]2[CH:23]=[CH:22][C:21]([O:24][CH3:25])=[C:20]([O:26][CH3:27])[CH:19]=2)(=[O:17])=[O:16])[C@H:9]([C:11]([O:13]C)=[O:12])[CH3:10])=[C:4]([CH2:28][C:29]2[C:34]([F:35])=[CH:33][CH:32]=[CH:31][C:30]=2[F:36])[CH:3]=1.O.[OH-].[Li+]. Product: [Cl:1][C:2]1[CH:7]=[CH:6][C:5]([N:8]([S:15]([C:18]2[CH:23]=[CH:22][C:21]([O:24][CH3:25])=[C:20]([O:26][CH3:27])[CH:19]=2)(=[O:16])=[O:17])[C@H:9]([C:11]([OH:13])=[O:12])[CH3:10])=[C:4]([CH2:28][C:29]2[C:34]([F:35])=[CH:33][CH:32]=[CH:31][C:30]=2[F:36])[CH:3]=1. The catalyst class is: 8. (2) Reactant: [H-].[Na+].[NH:3]1[C:11]2[C:6](=[CH:7][CH:8]=[CH:9][CH:10]=2)[CH:5]=[CH:4]1.[C:12]1([S:18](Cl)(=[O:20])=[O:19])[CH:17]=[CH:16][CH:15]=[CH:14][CH:13]=1.O. Product: [C:12]1([S:18]([N:3]2[C:11]3[C:6](=[CH:7][CH:8]=[CH:9][CH:10]=3)[CH:5]=[CH:4]2)(=[O:20])=[O:19])[CH:17]=[CH:16][CH:15]=[CH:14][CH:13]=1. The catalyst class is: 49.